From a dataset of hERG potassium channel inhibition data for cardiac toxicity prediction from Karim et al.. Regression/Classification. Given a drug SMILES string, predict its toxicity properties. Task type varies by dataset: regression for continuous values (e.g., LD50, hERG inhibition percentage) or binary classification for toxic/non-toxic outcomes (e.g., AMES mutagenicity, cardiotoxicity, hepatotoxicity). Dataset: herg_karim. The molecule is Cc1ncoc1-c1nnc(SCCCN2CC3CC3(c3ccc(C(F)(F)F)cc3F)C2)n1C. The result is 1 (blocker).